This data is from Forward reaction prediction with 1.9M reactions from USPTO patents (1976-2016). The task is: Predict the product of the given reaction. (1) Given the reactants C(N(CC)CC)C.[CH3:8][O:9][C:10]1[CH:11]=[C:12]([CH:14]=[CH:15][CH:16]=1)[NH2:13].[C:17]1([O:23][C:24](Cl)=[S:25])[CH:22]=[CH:21][CH:20]=[CH:19][CH:18]=1, predict the reaction product. The product is: [CH3:8][O:9][C:10]1[CH:11]=[C:12]([NH:13][C:24](=[S:25])[O:23][C:17]2[CH:22]=[CH:21][CH:20]=[CH:19][CH:18]=2)[CH:14]=[CH:15][CH:16]=1. (2) Given the reactants [NH2:1][C:2]1[CH:13]=[C:5]2[CH2:6][N:7]([C:10](=[O:12])[CH3:11])[CH2:8][CH2:9][N:4]2[N:3]=1.Cl.Br[C:16]1[C:17]2[N:18]([CH:23]=[CH:24][N:25]=2)[CH:19]=[C:20]([Cl:22])[CH:21]=1.C(=O)([O-])[O-].[Cs+].[Cs+].C1(P(C2C=CC=CC=2)C2C=CC3C(=CC=CC=3)C=2C2C3C(=CC=CC=3)C=CC=2P(C2C=CC=CC=2)C2C=CC=CC=2)C=CC=CC=1, predict the reaction product. The product is: [Cl:22][C:20]1[CH:21]=[C:16]([NH:1][C:2]2[CH:13]=[C:5]3[CH2:6][N:7]([C:10](=[O:12])[CH3:11])[CH2:8][CH2:9][N:4]3[N:3]=2)[C:17]2[N:18]([CH:23]=[CH:24][N:25]=2)[CH:19]=1. (3) Given the reactants C(O)CCCCCC(O)CCCC#C.[C:15]([O:18][CH:19]([CH2:28][CH2:29][CH2:30][CH2:31][CH2:32][CH2:33][CH2:34][O:35][Si](C(C)(C)C)(C)C)[CH2:20][CH2:21][C:22]#[C:23][Si](C)(C)C)(=[O:17])[CH3:16].[N+](CCCC)(CCCC)(CCCC)CCCC.[F-], predict the reaction product. The product is: [C:15]([O:18][CH:19]([CH2:28][CH2:29][CH2:30][CH2:31][CH2:32][CH2:33][CH2:34][OH:35])[CH2:20][CH2:21][C:22]#[CH:23])(=[O:17])[CH3:16]. (4) The product is: [I:9][C:6]1[CH:7]=[CH:8][C:3]2[N:4]([C:15]([SH:16])=[N:2][N:1]=2)[CH:5]=1. Given the reactants [NH:1]([C:3]1[CH:8]=[CH:7][C:6]([I:9])=[CH:5][N:4]=1)[NH2:2].C1N=CN([C:15](N2C=NC=C2)=[S:16])C=1, predict the reaction product. (5) Given the reactants [Cl:1][C:2]1[CH:28]=[CH:27][C:5]([O:6][C:7]2[CH:12]=[CH:11][C:10]([N:13]3[CH:17]([C:18]4[CH:23]=[CH:22][CH:21]=[C:20]([O:24][CH3:25])[CH:19]=4)[CH2:16][O:15]C3=O)=[CH:9][CH:8]=2)=[CH:4][CH:3]=1, predict the reaction product. The product is: [Cl:1][C:2]1[CH:3]=[CH:4][C:5]([O:6][C:7]2[CH:12]=[CH:11][C:10]([NH:13][CH:17]([C:18]3[CH:23]=[CH:22][CH:21]=[C:20]([O:24][CH3:25])[CH:19]=3)[CH2:16][OH:15])=[CH:9][CH:8]=2)=[CH:27][CH:28]=1. (6) Given the reactants Cl[C:2]1[C:11]2=[N:12][N:13](CC3C=CC(OC)=CC=3)[CH:14]=[C:10]2[C:9]2[CH:8]=[CH:7][CH:6]=[C:5]([O:24][CH3:25])[C:4]=2[N:3]=1.C(OC([N:33]1[C:38]2[CH:39]=[C:40]([NH2:43])[CH:41]=[CH:42][C:37]=2[O:36][CH2:35][CH2:34]1)=O)(C)(C)C.Cl, predict the reaction product. The product is: [O:36]1[C:37]2[CH:42]=[CH:41][C:40]([NH:43][C:2]3[C:11]4=[N:12][NH:13][CH:14]=[C:10]4[C:9]4[CH:8]=[CH:7][CH:6]=[C:5]([O:24][CH3:25])[C:4]=4[N:3]=3)=[CH:39][C:38]=2[NH:33][CH2:34][CH2:35]1. (7) Given the reactants [Cl:1][C:2]1[CH:3]=[C:4]2[C:9](=[CH:10][CH:11]=1)[CH:8]=[C:7]([S:12](Cl)(=[O:14])=[O:13])[CH:6]=[CH:5]2.O.O.O.O.O.O.O.S([O-])([O-])=O.[Na+:27].[Na+].C(=O)(O)[O-].[Na+], predict the reaction product. The product is: [Cl:1][C:2]1[CH:3]=[C:4]2[C:9](=[CH:10][CH:11]=1)[CH:8]=[C:7]([S:12]([O-:14])=[O:13])[CH:6]=[CH:5]2.[Na+:27].